Dataset: Catalyst prediction with 721,799 reactions and 888 catalyst types from USPTO. Task: Predict which catalyst facilitates the given reaction. (1) Reactant: [CH2:1]([NH2:8])[C:2]1[CH:7]=[CH:6][CH:5]=[CH:4][CH:3]=1.Br[C:10]1[S:11][C:12]([C:15]([NH:17][C:18]2[CH:22]=[C:21]([C:23]3[CH:28]=[CH:27][C:26]([F:29])=[CH:25][CH:24]=3)[N:20](C(OC(C)(C)C)=O)[N:19]=2)=[O:16])=[CH:13][N:14]=1. Product: [CH2:1]([NH:8][C:10]1[S:11][C:12]([C:15]([NH:17][C:18]2[CH:22]=[C:21]([C:23]3[CH:28]=[CH:27][C:26]([F:29])=[CH:25][CH:24]=3)[NH:20][N:19]=2)=[O:16])=[CH:13][N:14]=1)[C:2]1[CH:7]=[CH:6][CH:5]=[CH:4][CH:3]=1. The catalyst class is: 12. (2) Reactant: [CH3:1][Mg]Cl.CON(C)[C:7](=[O:16])[CH2:8][C:9]1[CH:14]=[CH:13][CH:12]=[CH:11][C:10]=1[CH3:15]. Product: [C:10]1([CH3:15])[CH:11]=[CH:12][CH:13]=[CH:14][C:9]=1[CH2:8][C:7](=[O:16])[CH3:1]. The catalyst class is: 1. (3) Reactant: [F:1][C:2]([F:30])([F:29])[C:3]1[N:8]=[CH:7][C:6]([CH:9]2[C:18]3[C:13](=[CH:14][CH:15]=[CH:16][CH:17]=3)[CH2:12][CH2:11][N:10]2C(OCC2C=CC=CC=2)=O)=[CH:5][CH:4]=1. Product: [F:30][C:2]([F:1])([F:29])[C:3]1[N:8]=[CH:7][C:6]([CH:9]2[C:18]3[C:13](=[CH:14][CH:15]=[CH:16][CH:17]=3)[CH2:12][CH2:11][NH:10]2)=[CH:5][CH:4]=1. The catalyst class is: 19.